This data is from NCI-60 drug combinations with 297,098 pairs across 59 cell lines. The task is: Regression. Given two drug SMILES strings and cell line genomic features, predict the synergy score measuring deviation from expected non-interaction effect. (1) Drug 1: CC1C(C(CC(O1)OC2CC(CC3=C2C(=C4C(=C3O)C(=O)C5=C(C4=O)C(=CC=C5)OC)O)(C(=O)CO)O)N)O.Cl. Drug 2: CC1=CC2C(CCC3(C2CCC3(C(=O)C)OC(=O)C)C)C4(C1=CC(=O)CC4)C. Cell line: OVCAR-8. Synergy scores: CSS=-8.58, Synergy_ZIP=6.02, Synergy_Bliss=4.12, Synergy_Loewe=-5.19, Synergy_HSA=-4.63. (2) Drug 1: CN1C2=C(C=C(C=C2)N(CCCl)CCCl)N=C1CCCC(=O)O.Cl. Drug 2: CCN(CC)CCCC(C)NC1=C2C=C(C=CC2=NC3=C1C=CC(=C3)Cl)OC. Cell line: HCT-15. Synergy scores: CSS=9.39, Synergy_ZIP=13.1, Synergy_Bliss=14.6, Synergy_Loewe=-19.7, Synergy_HSA=4.59. (3) Drug 1: CC1=CC=C(C=C1)C2=CC(=NN2C3=CC=C(C=C3)S(=O)(=O)N)C(F)(F)F. Drug 2: CN(C(=O)NC(C=O)C(C(C(CO)O)O)O)N=O. Cell line: RXF 393. Synergy scores: CSS=-1.80, Synergy_ZIP=0.155, Synergy_Bliss=-1.74, Synergy_Loewe=-2.04, Synergy_HSA=-2.82. (4) Drug 1: CC(CN1CC(=O)NC(=O)C1)N2CC(=O)NC(=O)C2. Drug 2: CC1=CC=C(C=C1)C2=CC(=NN2C3=CC=C(C=C3)S(=O)(=O)N)C(F)(F)F. Cell line: OVCAR3. Synergy scores: CSS=7.07, Synergy_ZIP=-5.57, Synergy_Bliss=-8.42, Synergy_Loewe=-8.81, Synergy_HSA=-8.71. (5) Cell line: NCI-H460. Synergy scores: CSS=38.5, Synergy_ZIP=5.30, Synergy_Bliss=6.52, Synergy_Loewe=-40.3, Synergy_HSA=2.71. Drug 1: C1CCN(CC1)CCOC2=CC=C(C=C2)C(=O)C3=C(SC4=C3C=CC(=C4)O)C5=CC=C(C=C5)O. Drug 2: CC1=C2C(C(=O)C3(C(CC4C(C3C(C(C2(C)C)(CC1OC(=O)C(C(C5=CC=CC=C5)NC(=O)OC(C)(C)C)O)O)OC(=O)C6=CC=CC=C6)(CO4)OC(=O)C)O)C)O. (6) Drug 1: CCC1=C2CN3C(=CC4=C(C3=O)COC(=O)C4(CC)O)C2=NC5=C1C=C(C=C5)O. Drug 2: CN1C2=C(C=C(C=C2)N(CCCl)CCCl)N=C1CCCC(=O)O.Cl. Cell line: CAKI-1. Synergy scores: CSS=42.6, Synergy_ZIP=-1.46, Synergy_Bliss=-4.88, Synergy_Loewe=-49.5, Synergy_HSA=-8.01. (7) Drug 1: CC12CCC3C(C1CCC2O)C(CC4=C3C=CC(=C4)O)CCCCCCCCCS(=O)CCCC(C(F)(F)F)(F)F. Drug 2: C1CN(CCN1C(=O)CCBr)C(=O)CCBr. Cell line: MALME-3M. Synergy scores: CSS=6.66, Synergy_ZIP=-0.0217, Synergy_Bliss=4.79, Synergy_Loewe=1.17, Synergy_HSA=2.12.